This data is from Peptide-MHC class I binding affinity with 185,985 pairs from IEDB/IMGT. The task is: Regression. Given a peptide amino acid sequence and an MHC pseudo amino acid sequence, predict their binding affinity value. This is MHC class I binding data. (1) The binding affinity (normalized) is 0.250. The peptide sequence is ARHGEYAPF. The MHC is HLA-B15:01 with pseudo-sequence HLA-B15:01. (2) The peptide sequence is KAAFDLSHFL. The MHC is HLA-A23:01 with pseudo-sequence HLA-A23:01. The binding affinity (normalized) is 0.0653. (3) The peptide sequence is DWSGYSGSFI. The MHC is HLA-A24:02 with pseudo-sequence HLA-A24:02. The binding affinity (normalized) is 0.185. (4) The peptide sequence is SVIDHIHYM. The MHC is HLA-C04:01 with pseudo-sequence HLA-C04:01. The binding affinity (normalized) is 0.213.